This data is from Full USPTO retrosynthesis dataset with 1.9M reactions from patents (1976-2016). The task is: Predict the reactants needed to synthesize the given product. (1) Given the product [CH3:3][N:4]1[C:8]([CH:9]([C:11]2[CH:16]=[CH:15][CH:14]=[CH:13][CH:12]=2)[O:10][CH2:18][C:19]([O:21][CH2:22][CH3:23])=[O:20])=[CH:7][CH:6]=[N:5]1, predict the reactants needed to synthesize it. The reactants are: [H-].[Na+].[CH3:3][N:4]1[C:8]([CH:9]([C:11]2[CH:16]=[CH:15][CH:14]=[CH:13][CH:12]=2)[OH:10])=[CH:7][CH:6]=[N:5]1.Br[CH2:18][C:19]([O:21][CH2:22][CH3:23])=[O:20].C(OCC)(=O)C. (2) Given the product [Cl:1][C:2]1[CH:3]=[C:4]2[C:8](=[CH:9][CH:10]=1)[N:7]([S:11]([C:14]1[CH:15]=[C:16]([C:17]3[O:18][C:22](=[O:23])[C:21]4[CH:25]=[C:26]([C:29]#[N:30])[CH:27]=[CH:28][C:20]=4[N:19]=3)[CH:31]=[CH:32][CH:33]=1)(=[O:13])=[O:12])[CH2:6][CH2:5]2, predict the reactants needed to synthesize it. The reactants are: [Cl:1][C:2]1[CH:3]=[C:4]2[C:8](=[CH:9][CH:10]=1)[N:7]([S:11]([C:14]1[CH:15]=[C:16]([CH:31]=[CH:32][CH:33]=1)[C:17]([NH:19][C:20]1[CH:28]=[CH:27][C:26]([C:29]#[N:30])=[CH:25][C:21]=1[C:22](O)=[O:23])=[O:18])(=[O:13])=[O:12])[CH2:6][CH2:5]2.CCN(CC)CC.ClC(OCC)=O. (3) Given the product [NH2:1][C:2]1[C:3]2[C:10]([C:32]3[CH:31]=[CH:30][CH:29]=[C:28]([O:27][CH2:26][C:22]45[O:25][C:19]([CH3:18])([CH2:24][CH2:23]4)[CH2:20][CH2:21]5)[CH:33]=3)=[CH:9][N:8]([C@@H:12]3[CH2:15][C@H:14]([CH2:16][OH:17])[CH2:13]3)[C:4]=2[N:5]=[CH:6][N:7]=1, predict the reactants needed to synthesize it. The reactants are: [NH2:1][C:2]1[C:3]2[C:10](I)=[CH:9][N:8]([C@@H:12]3[CH2:15][C@H:14]([CH2:16][OH:17])[CH2:13]3)[C:4]=2[N:5]=[CH:6][N:7]=1.[CH3:18][C:19]12[O:25][C:22]([CH2:26][O:27][C:28]3[CH:33]=[CH:32][CH:31]=[C:30](B4OC(C)(C)C(C)(C)O4)[CH:29]=3)([CH2:23][CH2:24]1)[CH2:21][CH2:20]2.C(=O)([O-])[O-].[Na+].[Na+].O. (4) Given the product [Cl:8][C:5]1[CH:6]=[CH:7][C:2]2[NH:1][C:19](=[O:26])[C@@H:20]([CH2:22][C:23]([OH:25])=[O:24])[S:21][C@H:9]([C:11]3[CH:16]=[CH:15][CH:14]=[C:13]([O:17][CH3:18])[CH:12]=3)[C:3]=2[CH:4]=1, predict the reactants needed to synthesize it. The reactants are: [NH2:1][C:2]1[CH:7]=[CH:6][C:5]([Cl:8])=[CH:4][C:3]=1[CH:9]([C:11]1[CH:16]=[CH:15][CH:14]=[C:13]([O:17][CH3:18])[CH:12]=1)O.[C:19](O)(=[O:26])[CH:20]([CH2:22][C:23]([OH:25])=[O:24])[SH:21].[OH-].[Na+].O.[OH-].[Li+]. (5) Given the product [Br:7][C:8]1[C:32]([F:33])=[CH:31][C:11]2[O:12][C:13]3[CH:30]=[CH:29][CH:28]=[CH:27][C:14]=3[C@H:15]3[C@H:20]([NH:21][C:22](=[O:25])[O:23][CH3:24])[CH2:19][CH2:18][CH2:17][N:16]3[C:10]=2[CH:9]=1, predict the reactants needed to synthesize it. The reactants are: B.O1CCCC1.[Br:7][C:8]1[C:32]([F:33])=[CH:31][C:11]2[O:12][C:13]3[CH:30]=[CH:29][CH:28]=[CH:27][C:14]=3[C@H:15]3[C@H:20]([NH:21][C:22](=[O:25])[O:23][CH3:24])[CH2:19][CH2:18][C:17](=O)[N:16]3[C:10]=2[CH:9]=1.Cl. (6) Given the product [CH2:11]1[CH2:10][O:9][C:8]23[O:13][CH2:14][CH2:1][O:2][C:3]2([C@:4]2([CH2:27][CH2:26][C@H:25]4[C@@H:15]([C@H:16]([NH:28][CH:29]=[O:30])[CH2:17][CH:18]5[C@:23]4([CH3:24])[CH2:22][CH2:21][CH2:20][CH2:19]5)[C@@H:6]2[CH2:7]3)[CH3:5])[O:12]1, predict the reactants needed to synthesize it. The reactants are: [CH2:1]1[CH2:14][O:13][C:8]23[O:9][CH2:10][CH2:11][O:12][C:3]2([C@:4]2([CH2:27][CH2:26][C@H:25]4[C@@H:15]([C@H:16]([NH2:28])[CH2:17][CH:18]5[C@:23]4([CH3:24])[CH2:22][CH2:21][CH2:20][CH2:19]5)[C@@H:6]2[CH2:7]3)[CH3:5])[O:2]1.[CH2:29]1COC23OCCOC2([C@]2(CC[C@H]4[C@@H](C[C@H](NC=O)C5[C@]4(C)CCCC5)[C@@H]2C3)C)[O:30]1. (7) Given the product [CH3:1][N:2]([CH3:49])[CH2:3][CH2:4][NH:5][C:6]([C:8]1[CH:13]=[CH:12][C:11]([NH:14][C:15]([NH:17][C:18]2[CH:19]=[CH:20][C:21]([C:24]3[N:25]=[C:26]([N:43]4[CH2:48][CH2:47][O:46][CH2:45][CH2:44]4)[C:27]4[N:32]=[N:31][N:30]([C:33]5[CH:34]=[C:35]([CH:40]=[CH:41][CH:42]=5)[C:36]([OH:38])=[O:37])[C:28]=4[N:29]=3)=[CH:22][CH:23]=2)=[O:16])=[CH:10][CH:9]=1)=[O:7], predict the reactants needed to synthesize it. The reactants are: [CH3:1][N:2]([CH3:49])[CH2:3][CH2:4][NH:5][C:6]([C:8]1[CH:13]=[CH:12][C:11]([NH:14][C:15]([NH:17][C:18]2[CH:23]=[CH:22][C:21]([C:24]3[N:25]=[C:26]([N:43]4[CH2:48][CH2:47][O:46][CH2:45][CH2:44]4)[C:27]4[N:32]=[N:31][N:30]([C:33]5[CH:34]=[C:35]([CH:40]=[CH:41][CH:42]=5)[C:36]([O:38]C)=[O:37])[C:28]=4[N:29]=3)=[CH:20][CH:19]=2)=[O:16])=[CH:10][CH:9]=1)=[O:7].[OH-].[Na+]. (8) Given the product [Br:14][C:2]1[CH:3]=[C:4]2[C:10]([CH3:12])([CH3:11])[C:9]([CH3:13])=[N:8][C:5]2=[N:6][CH:7]=1, predict the reactants needed to synthesize it. The reactants are: Cl[C:2]1[CH:3]=[C:4]2[C:10]([CH3:12])([CH3:11])[C:9]([CH3:13])=[N:8][C:5]2=[N:6][CH:7]=1.[Br:14]C1C=CC(Br)=CN=1. (9) Given the product [CH3:1][O:2][P:3]([C:7]1[CH:8]=[C:9]([C:15]2[CH:16]=[CH:17][C:18]([CH2:21][Br:22])=[CH:19][CH:20]=2)[CH:10]=[CH:11][C:12]=1[O:13][CH3:14])(=[O:6])[O:4][CH3:5], predict the reactants needed to synthesize it. The reactants are: [CH3:1][O:2][P:3]([C:7]1[CH:8]=[C:9]([C:15]2[CH:20]=[CH:19][C:18]([CH3:21])=[CH:17][CH:16]=2)[CH:10]=[CH:11][C:12]=1[O:13][CH3:14])(=[O:6])[O:4][CH3:5].[Br:22]N1C(=O)CCC1=O.C(OOC(=O)C1C=CC=CC=1)(=O)C1C=CC=CC=1. (10) Given the product [C:1]([O:5][C:6]([C@@:8]1([CH2:23][CH2:24][CH2:25][O:26][S:33]([C:27]2[CH:32]=[CH:31][CH:30]=[CH:29][CH:28]=2)(=[O:35])=[O:34])[CH:12]([F:13])[C:11](=[O:14])[N:10]([C@@H:15]([C:17]2[CH:22]=[CH:21][CH:20]=[CH:19][CH:18]=2)[CH3:16])[CH2:9]1)=[O:7])([CH3:4])([CH3:3])[CH3:2], predict the reactants needed to synthesize it. The reactants are: [C:1]([O:5][C:6]([C@@:8]1([CH2:23][CH2:24][CH2:25][OH:26])[CH:12]([F:13])[C:11](=[O:14])[N:10]([C@@H:15]([C:17]2[CH:22]=[CH:21][CH:20]=[CH:19][CH:18]=2)[CH3:16])[CH2:9]1)=[O:7])([CH3:4])([CH3:3])[CH3:2].[C:27]1([S:33](Cl)(=[O:35])=[O:34])[CH:32]=[CH:31][CH:30]=[CH:29][CH:28]=1.C(N(CC)CC)C.O.C(=O)(O)[O-].[Na+].